This data is from Full USPTO retrosynthesis dataset with 1.9M reactions from patents (1976-2016). The task is: Predict the reactants needed to synthesize the given product. (1) Given the product [CH3:30][N:27]1[CH2:28][CH2:29][CH:24]([O:23][C:20]2[CH:21]=[C:22]3[C:17](=[CH:18][CH:19]=2)[NH:16][N:15]=[C:14]3[S:11]([C:1]2[C:10]3[C:5](=[CH:6][CH:7]=[CH:8][CH:9]=3)[CH:4]=[CH:3][CH:2]=2)(=[O:12])=[O:13])[CH2:25][CH2:26]1, predict the reactants needed to synthesize it. The reactants are: [C:1]1([S:11]([C:14]2[C:22]3[C:17](=[CH:18][CH:19]=[C:20]([O:23][CH:24]4[CH2:29][CH2:28][NH:27][CH2:26][CH2:25]4)[CH:21]=3)[NH:16][N:15]=2)(=[O:13])=[O:12])[C:10]2[C:5](=[CH:6][CH:7]=[CH:8][CH:9]=2)[CH:4]=[CH:3][CH:2]=1.[C:30](O[BH-](OC(=O)C)OC(=O)C)(=O)C.C=O.O.[OH-].[Na+]. (2) Given the product [C:19]1(/[C:12](/[C:9]2[CH:8]=[CH:7][C:6]([S:3]([C:2]([F:16])([F:1])[F:17])(=[O:4])=[O:5])=[CH:11][CH:10]=2)=[CH:13]\[CH:14]=[O:15])[CH:24]=[CH:23][CH:22]=[CH:21][CH:20]=1, predict the reactants needed to synthesize it. The reactants are: [F:1][C:2]([F:17])([F:16])[S:3]([C:6]1[CH:11]=[CH:10][C:9](/[CH:12]=[CH:13]/[CH:14]=[O:15])=[CH:8][CH:7]=1)(=[O:5])=[O:4].I[C:19]1[CH:24]=[CH:23][CH:22]=[CH:21][CH:20]=1.C([O-])(=O)C.[Na+].C(=O)([O-])O.[Na+]. (3) Given the product [Cl:1][C:2]1[N:3]=[CH:4][C:5]([N:15]2[CH2:19][CH2:18][CH2:17][C:16]2=[O:20])=[CH:6][CH:7]=1, predict the reactants needed to synthesize it. The reactants are: [Cl:1][C:2]1[CH:7]=[CH:6][C:5](I)=[CH:4][N:3]=1.C(=O)([O-])[O-].[K+].[K+].[NH:15]1[CH2:19][CH2:18][CH2:17][C:16]1=[O:20].CNCCNC. (4) Given the product [C:27]([NH:26][C:23]1[CH:24]=[CH:25][C:20]([S:17]([NH:16][CH:8]([CH:9]=[O:10])[CH2:7][C:6]([OH:49])=[O:5])(=[O:19])=[O:18])=[C:21]([O:30][CH2:31][CH2:32][C:33]2[C:42]3[C:37](=[CH:38][CH:39]=[CH:40][CH:41]=3)[C:36]([C:43]([NH:45][N:46]([CH3:48])[CH3:47])=[O:44])=[CH:35][CH:34]=2)[CH:22]=1)(=[O:29])[CH3:28], predict the reactants needed to synthesize it. The reactants are: C([O:5][C:6](=[O:49])[CH2:7][CH:8]([NH:16][S:17]([C:20]1[CH:25]=[CH:24][C:23]([NH:26][C:27](=[O:29])[CH3:28])=[CH:22][C:21]=1[O:30][CH2:31][CH2:32][C:33]1[C:42]2[C:37](=[CH:38][CH:39]=[CH:40][CH:41]=2)[C:36]([C:43]([NH:45][N:46]([CH3:48])[CH3:47])=[O:44])=[CH:35][CH:34]=1)(=[O:19])=[O:18])[CH:9](OCC)[O:10]CC)(C)(C)C.C(O)(C(F)(F)F)=O.C(#N)C.O. (5) Given the product [CH:8]1([P:7]([CH:1]2[CH2:2][CH2:3][CH2:4][CH2:5][CH2:6]2)[CH:16]2[CH2:17][CH2:18][CH2:19][C:14](=[O:20])[CH2:15]2)[CH2:9][CH2:10][CH2:11][CH2:12][CH2:13]1, predict the reactants needed to synthesize it. The reactants are: [CH:1]1([PH:7][CH:8]2[CH2:13][CH2:12][CH2:11][CH2:10][CH2:9]2)[CH2:6][CH2:5][CH2:4][CH2:3][CH2:2]1.[C:14]1(=[O:20])[CH2:19][CH2:18][CH2:17][CH:16]=[CH:15]1. (6) Given the product [Br:32][C:33]1[O:39][C:36]([CH:37]2[O:28][C:27]3[CH:26]=[CH:25][C:19]([C:20]([O:22][CH2:23][CH3:24])=[O:21])=[CH:18][C:17]=3[N:9]3[C:10]([C:11]4[CH:16]=[CH:15][CH:14]=[CH:13][CH:12]=4)=[C:6]4[C:5](=[O:29])[N:4]([CH3:30])[C:3](=[O:31])[N:2]([CH3:1])[C:7]4=[C:8]23)=[CH:35][CH:34]=1, predict the reactants needed to synthesize it. The reactants are: [CH3:1][N:2]1[C:7]2=[CH:8][N:9]([C:17]3[CH:18]=[C:19]([CH:25]=[CH:26][C:27]=3[OH:28])[C:20]([O:22][CH2:23][CH3:24])=[O:21])[C:10]([C:11]3[CH:16]=[CH:15][CH:14]=[CH:13][CH:12]=3)=[C:6]2[C:5](=[O:29])[N:4]([CH3:30])[C:3]1=[O:31].[Br:32][C:33]1[O:39][C:36]([CH:37]=O)=[CH:35][CH:34]=1.C(O)(C(F)(F)F)=O.N1C=CC=C1. (7) Given the product [Br:1][C:2]1[CH:3]=[CH:4][CH:5]=[C:6]2[C:7]=1[N:8]=[C:9]([CH3:13])[N:15]([CH3:14])[C:11]2=[O:10], predict the reactants needed to synthesize it. The reactants are: [Br:1][C:2]1[C:7]2[N:8]=[C:9]([CH3:13])[O:10][C:11](=O)[C:6]=2[CH:5]=[CH:4][CH:3]=1.[CH3:14][NH2:15].C1COCC1.